This data is from Full USPTO retrosynthesis dataset with 1.9M reactions from patents (1976-2016). The task is: Predict the reactants needed to synthesize the given product. (1) The reactants are: [CH3:1][O:2][C:3]1[CH:8]=[C:7](OC)[N:6]=[C:5]([CH2:11][NH:12][C:13](=[O:24])[C:14]2[C:19]([C:20]([F:23])([F:22])[F:21])=[CH:18][CH:17]=[N:16][CH:15]=2)[N:4]=1.P(Cl)(Cl)([Cl:27])=O. Given the product [Cl:27][C:7]1[CH:8]=[C:3]([O:2][CH3:1])[N:4]=[C:5]([CH2:11][NH:12][C:13](=[O:24])[C:14]2[C:19]([C:20]([F:23])([F:22])[F:21])=[CH:18][CH:17]=[N:16][CH:15]=2)[N:6]=1, predict the reactants needed to synthesize it. (2) The reactants are: Cl[C:2]1[CH:7]=[CH:6][C:5]([C:8]2[CH:32]=[CH:31][C:11]3[NH:12][C:13]([C@@H:15]4[CH2:19][CH2:18][CH2:17][N:16]4[C:20](=[O:30])[C@@H:21]([NH:25][C:26](=[O:29])[O:27][CH3:28])[CH:22]([CH3:24])[CH3:23])=[N:14][C:10]=3[CH:9]=2)=[CH:4][CH:3]=1.[CH3:33][C:34]1([CH3:50])[C:38]([CH3:40])([CH3:39])[O:37][B:36]([B:36]2[O:37][C:38]([CH3:40])([CH3:39])[C:34]([CH3:50])([CH3:33])[O:35]2)[O:35]1.C([O-])(=O)C.[K+].C1(P(C2CCCCC2)C2CCCCC2)CCCCC1. Given the product [CH3:24][CH:22]([CH3:23])[C@H:21]([NH:25][C:26](=[O:29])[O:27][CH3:28])[C:20](=[O:30])[N:16]1[CH2:17][CH2:18][CH2:19][C@H:15]1[C:13]1[NH:14][C:10]2[CH:9]=[C:8]([C:5]3[CH:6]=[CH:7][C:2]([B:36]4[O:37][C:38]([CH3:40])([CH3:39])[C:34]([CH3:50])([CH3:33])[O:35]4)=[CH:3][CH:4]=3)[CH:32]=[CH:31][C:11]=2[N:12]=1, predict the reactants needed to synthesize it. (3) Given the product [CH3:4][NH:5][CH2:6][CH2:7][C:8]1[CH:13]=[CH:12][C:11]([OH:14])=[CH:10][CH:9]=1, predict the reactants needed to synthesize it. The reactants are: [OH-].[Na+].Br.[CH3:4][NH:5][CH2:6][CH2:7][C:8]1[CH:13]=[CH:12][C:11]([OH:14])=[CH:10][CH:9]=1. (4) Given the product [CH:40]1([C:38]([NH:37][C:35]2[N:36]=[C:31]3[CH:30]=[CH:29][C:28]([O:27][C:26]4[CH:43]=[CH:44][C:45]([F:46])=[C:24]([NH:23][C:8]([C:6]5[N:5]([CH3:11])[N:4]=[C:3]([O:2][CH3:1])[CH:7]=5)=[O:10])[CH:25]=4)=[N:33][N:32]3[CH:34]=2)=[O:39])[CH2:41][CH2:42]1, predict the reactants needed to synthesize it. The reactants are: [CH3:1][O:2][C:3]1[CH:7]=[C:6]([C:8]([OH:10])=O)[N:5]([CH3:11])[N:4]=1.O1CCCC1.C(Cl)(=O)C(Cl)=O.[NH2:23][C:24]1[CH:25]=[C:26]([CH:43]=[CH:44][C:45]=1[F:46])[O:27][C:28]1[CH:29]=[CH:30][C:31]2[N:32]([CH:34]=[C:35]([NH:37][C:38]([CH:40]3[CH2:42][CH2:41]3)=[O:39])[N:36]=2)[N:33]=1. (5) Given the product [CH2:28]([O:27][C:23]1[CH:22]=[C:21]([C:17]2[CH:16]=[C:15]3[C:20]([C:12](=[CH:11][C:10]4[NH:9][CH:8]=[C:7]([CH3:34])[C:6]=4[CH2:5][CH2:4][C:1]([OH:3])=[O:2])[C:13](=[O:30])[NH:14]3)=[CH:19][CH:18]=2)[CH:26]=[CH:25][CH:24]=1)[CH3:29], predict the reactants needed to synthesize it. The reactants are: [C:1]([CH2:4][CH2:5][C:6]1[C:7]([CH3:34])=[C:8](C(O)=O)[NH:9][C:10]=1[CH:11]=[C:12]1[C:20]2[C:15](=[CH:16][C:17]([C:21]3[CH:26]=[CH:25][CH:24]=[C:23]([O:27][CH2:28][CH3:29])[CH:22]=3)=[CH:18][CH:19]=2)[NH:14][C:13]1=[O:30])([OH:3])=[O:2].[OH-].[K+].O.Cl. (6) Given the product [BrH:25].[C:19]1([N:18]2[C:11]([C:12]3[CH:13]=[CH:14][CH:15]=[CH:16][CH:17]=3)=[N:10][C:8](=[N:7][C:1]3[CH:2]=[CH:3][CH:4]=[CH:5][CH:6]=3)[S:9]2)[CH:20]=[CH:21][CH:22]=[CH:23][CH:24]=1, predict the reactants needed to synthesize it. The reactants are: [C:1]1([NH:7][C:8]([NH:10][C:11](=[N:18][C:19]2[CH:24]=[CH:23][CH:22]=[CH:21][CH:20]=2)[C:12]2[CH:17]=[CH:16][CH:15]=[CH:14][CH:13]=2)=[S:9])[CH:6]=[CH:5][CH:4]=[CH:3][CH:2]=1.[Br:25]Br. (7) Given the product [C:15]1([CH3:19])[CH:16]=[CH:17][CH:18]=[C:13]([N:12]2[C:11]3[CH:10]=[C:7]([C:8]#[N:9])[C:6]([C:20]#[N:21])=[CH:5][C:4]=3[N:1]=[CH:22]2)[CH:14]=1, predict the reactants needed to synthesize it. The reactants are: [N+:1]([C:4]1[CH:5]=[C:6]([C:20]#[N:21])[C:7](=[CH:10][C:11]=1[NH:12][C:13]1[CH:14]=[C:15]([CH3:19])[CH:16]=[CH:17][CH:18]=1)[C:8]#[N:9])([O-])=O.[CH3:22]CO.[O-]S(S([O-])=O)=O.[Na+].[Na+].Cl.